Dataset: CYP3A4 inhibition data for predicting drug metabolism from PubChem BioAssay. Task: Regression/Classification. Given a drug SMILES string, predict its absorption, distribution, metabolism, or excretion properties. Task type varies by dataset: regression for continuous measurements (e.g., permeability, clearance, half-life) or binary classification for categorical outcomes (e.g., BBB penetration, CYP inhibition). Dataset: cyp3a4_veith. (1) The drug is CCO/C(C)=N/n1c2nc3ccccc3nc2c2c(=O)n(CC(C)C)c(C)nc21. The result is 1 (inhibitor). (2) The molecule is CCN(CC)C(=O)CSc1nnc(C2CCCCC2)o1. The result is 0 (non-inhibitor). (3) The molecule is CN1CCc2c(cc(O)c(O)c2Cl)[C@H](c2cccc(Cl)c2)C1. The result is 0 (non-inhibitor). (4) The drug is CC(=O)NC1=NN(c2ccccc2)C(=O)C1. The result is 0 (non-inhibitor). (5) The compound is COc1ccc([N+](=O)[O-])cc1N(CC(O)CN(CC(C)C)CC(C)C)S(=O)(=O)c1ccccc1. The result is 1 (inhibitor). (6) The compound is COc1ccc(Br)cc1C(=O)Nc1cc(C)cc(C)c1. The result is 0 (non-inhibitor). (7) The result is 0 (non-inhibitor). The molecule is c1ccc2c([C@@H]3CCN(CCN4CCOCC4)C3)c[nH]c2c1.